Task: Predict the reactants needed to synthesize the given product.. Dataset: Full USPTO retrosynthesis dataset with 1.9M reactions from patents (1976-2016) (1) Given the product [CH3:13][O:14][C:15]1[C:16]([CH3:40])=[C:17]([C:31]([O:38][CH3:39])=[C:32]([O:36][CH3:37])[C:33]=1[O:34][CH3:35])[CH2:18][C:19]1[CH:20]=[CH:21][C:22]([O:27][CH:28]([CH3:30])[CH3:29])=[C:23]([CH:26]=1)[C:24]([OH:11])=[O:25], predict the reactants needed to synthesize it. The reactants are: P([O-])(O)(O)=O.[Na+].Cl([O-])=O.[Na+].[OH:11]O.[CH3:13][O:14][C:15]1[C:16]([CH3:40])=[C:17]([C:31]([O:38][CH3:39])=[C:32]([O:36][CH3:37])[C:33]=1[O:34][CH3:35])[CH2:18][C:19]1[CH:20]=[CH:21][C:22]([O:27][CH:28]([CH3:30])[CH3:29])=[C:23]([CH:26]=1)[CH:24]=[O:25]. (2) The reactants are: C([N:8]1[C:12]2=[N:13][C:14]([C:24]([F:33])([F:32])[C:25]3[CH:30]=[CH:29][C:28]([F:31])=[CH:27][CH:26]=3)=[N:15][C:16]([NH:17][C:18]3[CH:22]=[C:21]([CH3:23])[NH:20][N:19]=3)=[C:11]2[CH:10]=[N:9]1)C1C=CC=CC=1.C(N1C=C2C(N=C(C(F)(F)C3C=CC(F)=CC=3)N=C2NC2C=C(C)NN=2)=N1)C1C=CC=CC=1.CCOC(C)=O. Given the product [F:33][C:24]([F:32])([C:25]1[CH:30]=[CH:29][C:28]([F:31])=[CH:27][CH:26]=1)[C:14]1[N:13]=[C:12]2[NH:8][N:9]=[CH:10][C:11]2=[C:16]([NH:17][C:18]2[CH:22]=[C:21]([CH3:23])[NH:20][N:19]=2)[N:15]=1, predict the reactants needed to synthesize it. (3) Given the product [Cl:21][C:22]1[CH:27]=[C:26]([C:2]2[N:7]=[C:6]([CH:8]([F:10])[F:9])[CH:5]=[C:4]([C:11]3[CH:16]=[CH:15][C:14]([C:17]([F:20])([F:19])[F:18])=[CH:13][CH:12]=3)[N:3]=2)[CH:25]=[CH:24][N:23]=1, predict the reactants needed to synthesize it. The reactants are: I[C:2]1[N:7]=[C:6]([CH:8]([F:10])[F:9])[CH:5]=[C:4]([C:11]2[CH:16]=[CH:15][C:14]([C:17]([F:20])([F:19])[F:18])=[CH:13][CH:12]=2)[N:3]=1.[Cl:21][C:22]1[CH:27]=[C:26](I)[CH:25]=[CH:24][N:23]=1. (4) Given the product [F:1][C:2]1[CH:7]=[CH:6][CH:5]=[C:4]([F:8])[C:3]=1[N:9]1[C:14]2[N:15]=[C:16]([NH:41][CH2:40][CH2:39][CH2:38][N:37]([CH3:42])[CH3:36])[N:17]=[C:18]([C:19]3[CH:20]=[C:21]([CH:28]=[CH:29][C:30]=3[CH3:31])[C:22]([NH:24][CH:25]([CH3:27])[CH3:26])=[O:23])[C:13]=2[CH2:12][NH:11][C:10]1=[O:35], predict the reactants needed to synthesize it. The reactants are: [F:1][C:2]1[CH:7]=[CH:6][CH:5]=[C:4]([F:8])[C:3]=1[N:9]1[C:14]2[N:15]=[C:16](S(C)=O)[N:17]=[C:18]([C:19]3[CH:20]=[C:21]([CH:28]=[CH:29][C:30]=3[CH3:31])[C:22]([NH:24][CH:25]([CH3:27])[CH3:26])=[O:23])[C:13]=2[CH2:12][NH:11][C:10]1=[O:35].[CH3:36][N:37]([CH3:42])[CH2:38][CH2:39][CH2:40][NH2:41].